This data is from Reaction yield outcomes from USPTO patents with 853,638 reactions. The task is: Predict the reaction yield, written as a fraction of the theoretical maximum amount of product (1.0 means a 100% yield; for example, 0.34 means a 34% yield). (1) The reactants are [Cl:1][C:2]1[CH:7]=[CH:6][C:5]([C:8]2[O:12][N:11]=[CH:10][C:9]=2[CH2:13][CH2:14][C:15](OC)=[O:16])=[CH:4][C:3]=1[F:19].[H-].C([Al+]CC(C)C)C(C)C.Cl. The catalyst is O1CCCC1. The product is [Cl:1][C:2]1[CH:7]=[CH:6][C:5]([C:8]2[O:12][N:11]=[CH:10][C:9]=2[CH2:13][CH2:14][CH2:15][OH:16])=[CH:4][C:3]=1[F:19]. The yield is 0.940. (2) The reactants are [Cl:1][C:2]1[CH:7]=[C:6]([Cl:8])[CH:5]=[CH:4][C:3]=1[OH:9].[Br:10][CH2:11][CH2:12][CH2:13]Br.[OH-].[Na+]. The catalyst is O. The product is [Br:10][CH2:11][CH2:12][CH2:13][O:9][C:3]1[CH:4]=[CH:5][C:6]([Cl:8])=[CH:7][C:2]=1[Cl:1]. The yield is 0.107. (3) The yield is 0.990. The reactants are [Br:1][C:2]1[CH:9]=[CH:8][C:5]([CH:6]=[O:7])=[C:4]([F:10])[CH:3]=1.[BH4-].[Na+]. The product is [Br:1][C:2]1[CH:9]=[CH:8][C:5]([CH2:6][OH:7])=[C:4]([F:10])[CH:3]=1. The catalyst is CO. (4) The reactants are [C:1]([O:10]C)(=O)[C:2]1[C:3](=[CH:5][CH:6]=[CH:7][CH:8]=1)[SH:4].[CH2:12]([O:19][C:20]1[CH:25]=[CH:24][CH:23]=[C:22]([C:26]#[N:27])[N:21]=1)[C:13]1[CH:18]=[CH:17][CH:16]=[CH:15][CH:14]=1.C(N(CC)CC)C. The catalyst is C1(C)C=CC=CC=1. The product is [CH2:12]([O:19][C:20]1[N:21]=[C:22]([C:26]2[S:4][C:3]3[CH:5]=[CH:6][CH:7]=[CH:8][C:2]=3[C:1](=[O:10])[N:27]=2)[CH:23]=[CH:24][CH:25]=1)[C:13]1[CH:14]=[CH:15][CH:16]=[CH:17][CH:18]=1. The yield is 0.260. (5) The reactants are [CH2:1]1[CH:3]2[CH2:4][C:5]3[CH:6]=[CH:7][CH:8]=[C:9]([O:11][C:12]4[N:13]=[N:14][C:15]([Cl:19])=[CH:16][C:17]=4[OH:18])[C:10]=3[CH:2]12.[OH-].[Na+]. The catalyst is CS(C)=O. The product is [CH2:1]1[CH:3]2[CH2:2][C:10]3[C:9]([O:11][C:12]4[N:13]=[N:14][C:15]([Cl:19])=[CH:16][C:17]=4[OH:18])=[CH:8][CH:7]=[CH:6][C:5]=3[CH:4]12. The yield is 0.439. (6) The reactants are [CH3:1][C:2]1[N:3]=[CH:4][C:5]([NH2:8])=[N:6][CH:7]=1.[C:9](Cl)(=[O:11])[CH3:10]. The catalyst is C1COCC1. The product is [CH3:1][C:2]1[N:3]=[CH:4][C:5]([NH:8][C:9](=[O:11])[CH3:10])=[N:6][CH:7]=1. The yield is 0.860. (7) The reactants are [NH2:1][C:2]1[CH:10]=[C:9]2[C:5]([C:6]([C:15]#[N:16])=[CH:7][N:8]2[CH:11]2[CH2:14][CH2:13][CH2:12]2)=[CH:4][CH:3]=1.Br[CH2:18][CH2:19][O:20][CH2:21][CH2:22]Br.CCN(C(C)C)C(C)C. The catalyst is CN(C=O)C. The product is [CH:11]1([N:8]2[C:9]3[C:5](=[CH:4][CH:3]=[C:2]([N:1]4[CH2:22][CH2:21][O:20][CH2:19][CH2:18]4)[CH:10]=3)[C:6]([C:15]#[N:16])=[CH:7]2)[CH2:14][CH2:13][CH2:12]1. The yield is 0.850. (8) The reactants are Br[C:2]1[S:3][CH:4]=[CH:5][N:6]=1.CC(C)([O-])C.[Na+].[C:13]([O:17][C:18]([N:20]1[CH2:25][C@@H:24]2[CH2:26][C@H:21]1[CH2:22][NH:23]2)=[O:19])([CH3:16])([CH3:15])[CH3:14].C1(C2C=CC=CC=2)C=CC=CC=1. The catalyst is O1CCOCC1.C(OCC)(=O)C.O.C([O-])(=O)C.[Pd+2].C([O-])(=O)C. The product is [C:13]([O:17][C:18]([N:20]1[CH2:25][CH:24]2[CH2:26][CH:21]1[CH2:22][N:23]2[C:2]1[S:3][CH:4]=[CH:5][N:6]=1)=[O:19])([CH3:16])([CH3:14])[CH3:15]. The yield is 0.520.